This data is from Reaction yield outcomes from USPTO patents with 853,638 reactions. The task is: Predict the reaction yield, written as a fraction of the theoretical maximum amount of product (1.0 means a 100% yield; for example, 0.34 means a 34% yield). (1) The reactants are Br[C:2]1[CH:3]=[CH:4][C:5]2[O:11][CH2:10][CH2:9][N:8]3[CH:12]=[C:13]([C:15]4[N:19]([CH:20]([CH3:22])[CH3:21])[N:18]=[C:17]([NH2:23])[N:16]=4)[N:14]=[C:7]3[C:6]=2[CH:24]=1.[N:25]1[CH:30]=[C:29](B(O)O)[CH:28]=[N:27][CH:26]=1.C([O-])([O-])=O.[Cs+].[Cs+].O. The catalyst is O1CCOCC1.C1C=CC(P(C2C=CC=CC=2)[C-]2C=CC=C2)=CC=1.C1C=CC(P(C2C=CC=CC=2)[C-]2C=CC=C2)=CC=1.Cl[Pd]Cl.[Fe+2]. The product is [CH:20]([N:19]1[C:15]([C:13]2[N:14]=[C:7]3[C:6]4[CH:24]=[C:2]([C:29]5[CH:30]=[N:25][CH:26]=[N:27][CH:28]=5)[CH:3]=[CH:4][C:5]=4[O:11][CH2:10][CH2:9][N:8]3[CH:12]=2)=[N:16][C:17]([NH2:23])=[N:18]1)([CH3:22])[CH3:21]. The yield is 0.169. (2) The reactants are [F:1][C:2]([F:30])([F:29])[C:3]1[CH:4]=[C:5]([CH:22]=[C:23]([C:25]([F:28])([F:27])[F:26])[CH:24]=1)[CH2:6][O:7][CH2:8][C:9]1([C:16]2[CH:21]=[CH:20][CH:19]=[CH:18][CH:17]=2)[CH2:15][CH2:14][CH2:13][NH:12][CH2:11][CH2:10]1.[CH:31]1([CH:34]=O)[CH2:33][CH2:32]1.C([BH3-])#N.[Na+]. The catalyst is CO.FC(F)(F)C(O)=O. The product is [F:30][C:2]([F:29])([F:1])[C:3]1[CH:4]=[C:5]([CH:22]=[C:23]([C:25]([F:28])([F:27])[F:26])[CH:24]=1)[CH2:6][O:7][CH2:8][C:9]1([C:16]2[CH:21]=[CH:20][CH:19]=[CH:18][CH:17]=2)[CH2:15][CH2:14][CH2:13][N:12]([CH2:34][CH:31]2[CH2:33][CH2:32]2)[CH2:11][CH2:10]1. The yield is 0.410. (3) The reactants are [O:1]1[CH2:5][CH2:4][O:3][CH:2]1[C:6]1[CH:10]=[CH:9][S:8][CH:7]=1.C([Li])CCC.CN([CH:19]=[O:20])C.[Cl-].[NH4+]. The catalyst is C1COCC1. The product is [O:1]1[CH2:5][CH2:4][O:3][CH:2]1[C:6]1[CH:10]=[CH:9][S:8][C:7]=1[CH:19]=[O:20]. The yield is 0.624. (4) The reactants are [OH:1][C:2]1[CH:3]=[C:4]([CH:7]=[CH:8][C:9]=1O)[CH:5]=[O:6].[C:11](=[O:14])([O-])[O-].[Cs+].[Cs+].S(O[CH2:22][CH2:23][CH2:24][CH2:25][CH2:26][CH2:27][CH2:28][CH2:29]/[CH:30]=[CH:31]\[CH2:32][CH2:33][CH2:34][CH2:35][CH2:36][CH2:37][CH2:38][CH3:39])(=O)(=O)C. The catalyst is COCCOCCOC. The product is [CH2:22]([O:1][C:2]1[C:3]([O:14][CH2:11][CH2:22][CH2:23][CH2:24][CH2:25][CH2:26][CH2:27][CH2:28]/[CH:29]=[CH:30]\[CH2:31][CH2:32][CH2:33][CH2:34][CH2:35][CH2:36][CH2:37][CH3:38])=[C:4]([CH:7]=[CH:8][CH:9]=1)[CH:5]=[O:6])[CH2:23][CH2:24][CH2:25][CH2:26][CH2:27][CH2:28][CH2:29]/[CH:30]=[CH:31]\[CH2:32][CH2:33][CH2:34][CH2:35][CH2:36][CH2:37][CH2:38][CH3:39]. The yield is 0.890. (5) The reactants are [NH2:1][C:2]1[C:10]([O:11][CH3:12])=[CH:9][CH:8]=[CH:7][C:3]=1[C:4]([OH:6])=[O:5].C1C(=O)N([Br:20])C(=O)C1. The catalyst is CO. The product is [NH2:1][C:2]1[C:10]([O:11][CH3:12])=[CH:9][C:8]([Br:20])=[CH:7][C:3]=1[C:4]([OH:6])=[O:5]. The yield is 0.540.